From a dataset of Reaction yield outcomes from USPTO patents with 853,638 reactions. Predict the reaction yield, written as a fraction of the theoretical maximum amount of product (1.0 means a 100% yield; for example, 0.34 means a 34% yield). (1) The yield is 0.290. The reactants are [CH2:1]([C:5]1[NH:10][C:9](=[O:11])[CH:8]=[C:7]([CH3:12])[N:6]=1)[CH2:2][CH2:3][CH3:4].Br[CH2:14][C:15]1[CH:20]=[CH:19][C:18]([C:21]2[C:22]([C:27]#[N:28])=[CH:23][CH:24]=[CH:25][CH:26]=2)=[CH:17][C:16]=1[F:29].C(=O)([O-])[O-].[K+].[K+]. The product is [CH2:1]([C:5]1[N:10]([CH2:14][C:15]2[CH:20]=[CH:19][C:18]([C:21]3[C:22]([C:27]#[N:28])=[CH:23][CH:24]=[CH:25][CH:26]=3)=[CH:17][C:16]=2[F:29])[C:9](=[O:11])[CH:8]=[C:7]([CH3:12])[N:6]=1)[CH2:2][CH2:3][CH3:4]. The catalyst is C(#N)C. (2) The reactants are [N+:1]([C:4]1[C:5]([C:9]([O:11][CH2:12][CH3:13])=[O:10])=[N:6][NH:7][CH:8]=1)([O-:3])=[O:2].Cl[CH2:15][C:16]([NH:18][C:19]1[CH:24]=[CH:23][CH:22]=[C:21]([F:25])[CH:20]=1)=[O:17].C(=O)([O-])[O-].[K+].[K+]. The catalyst is CN(C)C=O. The product is [F:25][C:21]1[CH:20]=[C:19]([NH:18][C:16](=[O:17])[CH2:15][N:7]2[CH:8]=[C:4]([N+:1]([O-:3])=[O:2])[C:5]([C:9]([O:11][CH2:12][CH3:13])=[O:10])=[N:6]2)[CH:24]=[CH:23][CH:22]=1. The yield is 0.740. (3) The reactants are [P:1]([O-:8])([O:5][CH2:6][CH3:7])[O:2][CH2:3][CH3:4].[CH2:9]=[O:10].[C:11]1([CH3:21])[CH:16]=[CH:15][C:14]([S:17](Cl)(=[O:19])=[O:18])=[CH:13][CH:12]=1. The catalyst is C(N(CC)CC)C.C1(C)C=CC=CC=1. The product is [C:11]1([CH3:21])[CH:16]=[CH:15][C:14]([S:17]([O:10][CH2:9][P:1](=[O:8])([O:5][CH2:6][CH3:7])[O:2][CH2:3][CH3:4])(=[O:19])=[O:18])=[CH:13][CH:12]=1. The yield is 0.776.